This data is from Forward reaction prediction with 1.9M reactions from USPTO patents (1976-2016). The task is: Predict the product of the given reaction. (1) Given the reactants [O:1]([CH2:8][CH2:9][OH:10])[C:2]1[CH:7]=[CH:6][CH:5]=[CH:4][CH:3]=1.[N+](=[CH:13][C:14]([O:16][CH2:17][CH3:18])=[O:15])=[N-], predict the reaction product. The product is: [CH2:17]([O:16][C:14](=[O:15])[CH2:13][O:10][CH2:9][CH2:8][O:1][C:2]1[CH:7]=[CH:6][CH:5]=[CH:4][CH:3]=1)[CH3:18]. (2) Given the reactants [CH3:1][N:2]1[CH2:7][CH2:6][CH:5]([OH:8])[CH2:4][CH2:3]1.Br[C:10]1[N:15]=[C:14]([C:16]#[N:17])[CH:13]=[CH:12][CH:11]=1.C(P(C(C)(C)C)C1C=CC=CC=1C1C=CC=CC=1)(C)(C)C, predict the reaction product. The product is: [CH3:1][N:2]1[CH2:7][CH2:6][CH:5]([O:8][C:10]2[N:15]=[C:14]([C:16]#[N:17])[CH:13]=[CH:12][CH:11]=2)[CH2:4][CH2:3]1. (3) Given the reactants [Cl:1][C:2]1[CH:3]=[C:4]2[C:8](=[CH:9][CH:10]=1)[N:7]([CH2:11][C:12]([O:14][CH3:15])=[O:13])[C:6](C)=[CH:5]2.[CH3:17][O:18][C:19]1[N:24]=[CH:23][C:22]([CH:25]=O)=[CH:21][CH:20]=1.C([SiH](CC)CC)C.FC(F)(F)C(O)=O, predict the reaction product. The product is: [Cl:1][C:2]1[CH:3]=[C:4]2[C:8](=[CH:9][CH:10]=1)[N:7]([CH2:11][C:12]([O:14][CH3:15])=[O:13])[CH:6]=[C:5]2[CH2:25][C:22]1[CH:23]=[N:24][C:19]([O:18][CH3:17])=[CH:20][CH:21]=1.